From a dataset of Reaction yield outcomes from USPTO patents with 853,638 reactions. Predict the reaction yield, written as a fraction of the theoretical maximum amount of product (1.0 means a 100% yield; for example, 0.34 means a 34% yield). (1) The reactants are [NH:1]1[C:5]2[CH:6]=[CH:7][C:8]([C:10]([OH:12])=O)=[CH:9][C:4]=2[N:3]=[CH:2]1.[CH3:13][O:14][C:15]1[C:20]2[C@@H:21]3[C@H:26]([CH2:27][CH2:28][C:19]=2[CH:18]=[CH:17][CH:16]=1)[NH:25][CH2:24][CH2:23][CH2:22]3. No catalyst specified. The product is [NH:1]1[C:5]2[CH:6]=[CH:7][C:8]([C:10]([N:25]3[C@@H:26]4[C@@H:21]([C:20]5[C:15]([O:14][CH3:13])=[CH:16][CH:17]=[CH:18][C:19]=5[CH2:28][CH2:27]4)[CH2:22][CH2:23][CH2:24]3)=[O:12])=[CH:9][C:4]=2[N:3]=[CH:2]1. The yield is 0.550. (2) The yield is 0.700. The reactants are [Br:1][C:2]1[CH:3]=[C:4]2[C:9](=[CH:10][CH:11]=1)[CH:8]=[C:7]([C:12]([NH2:14])=O)[CH:6]=[CH:5]2.N1C=CC=CC=1.C(OC(C(F)(F)F)=O)(C(F)(F)F)=O. The product is [Br:1][C:2]1[CH:3]=[C:4]2[C:9](=[CH:10][CH:11]=1)[CH:8]=[C:7]([C:12]#[N:14])[CH:6]=[CH:5]2. The catalyst is O1CCOCC1. (3) The reactants are [CH3:1][Si:2]([CH3:36])([CH3:35])[CH2:3][CH2:4][O:5][CH2:6][N:7]1[C:11]2[N:12]=[CH:13][C:14]3[N:15]([C:16]([CH:19]4[CH2:24][CH2:23][N:22](C(OCC5C=CC=CC=5)=O)[CH2:21][CH2:20]4)=[CH:17][N:18]=3)[C:10]=2[CH:9]=[CH:8]1.C([SiH](CC)CC)C. The catalyst is [Pd](Cl)Cl. The product is [NH:22]1[CH2:21][CH2:20][CH:19]([C:16]2[N:15]3[C:10]4[CH:9]=[CH:8][N:7]([CH2:6][O:5][CH2:4][CH2:3][Si:2]([CH3:36])([CH3:35])[CH3:1])[C:11]=4[N:12]=[CH:13][C:14]3=[N:18][CH:17]=2)[CH2:24][CH2:23]1. The yield is 0.550. (4) The reactants are [CH:1]1([OH:6])[CH2:5][CH2:4][CH2:3][CH2:2]1.[H-].[Na+].Br[C:10]1[S:11][CH:12]=[CH:13][CH:14]=1.[C-]#N.[Na+]. The catalyst is O.O1CCOCC1. The product is [CH:1]1([O:6][C:10]2[S:11][CH:12]=[CH:13][CH:14]=2)[CH2:5][CH2:4][CH2:3][CH2:2]1. The yield is 0.252.